From a dataset of Retrosynthesis with 50K atom-mapped reactions and 10 reaction types from USPTO. Predict the reactants needed to synthesize the given product. (1) Given the product CC(C)(C)c1nc(N2CCCC2)c2nnn(Cc3ccccc3Cl)c2n1, predict the reactants needed to synthesize it. The reactants are: C1CCNC1.CC(C)(C)c1nc(Cl)c2nnn(Cc3ccccc3Cl)c2n1. (2) Given the product CCCN(C)C(=O)c1cc(C(=O)O)cc(C(=O)c2ccco2)c1, predict the reactants needed to synthesize it. The reactants are: CCCN(C)C(=O)c1cc(C(=O)OC)cc(C(=O)c2ccco2)c1. (3) Given the product CCCCCc1nc2cc(N3CCN(C(=O)c4ccccc4C(F)(F)F)CC3)ccc2[nH]1, predict the reactants needed to synthesize it. The reactants are: CCCCCC(=O)O.Nc1ccc(N2CCN(C(=O)c3ccccc3C(F)(F)F)CC2)cc1N.